From a dataset of Catalyst prediction with 721,799 reactions and 888 catalyst types from USPTO. Predict which catalyst facilitates the given reaction. (1) Reactant: N1(C(C)C[NH:9][C:10]2[CH:15]=[CH:14][C:13]([C:16]3[O:17][C:18]4[CH:24]=[CH:23][CH:22]=[CH:21][C:19]=4[N:20]=3)=[CH:12][C:11]=2[N+:25]([O-])=O)CCOCC1.[H][H].[O:31]1[CH2:35][CH2:34][CH2:33][CH2:32]1. Product: [N:9]1([CH2:10][CH2:11][CH2:12][NH:25][C:11]2[CH:12]=[C:13]([C:16]3[O:17][C:18]4[CH:24]=[CH:23][CH:22]=[CH:21][C:19]=4[N:20]=3)[CH:14]=[CH:15][C:10]=2[NH2:9])[CH2:34][CH2:35][O:31][CH2:32][CH2:33]1. The catalyst class is: 719. (2) Reactant: [C:1]1([CH2:7][O:8][CH2:9][C:10]2[O:14][CH:13]=[N:12][CH:11]=2)[CH:6]=[CH:5][CH:4]=[CH:3][CH:2]=1.B.C1C[O:19][CH2:18]C1.[Li]CCCC.C(N1CCOCC1)=O. Product: [C:1]1([CH2:7][O:8][CH2:9][C:10]2[O:14][C:13]([CH2:18][OH:19])=[N:12][CH:11]=2)[CH:2]=[CH:3][CH:4]=[CH:5][CH:6]=1. The catalyst class is: 1. (3) Reactant: [CH3:1][O:2][C:3](=[O:18])[CH2:4][N:5]1[C:9](=[O:10])[NH:8][C:7]([C:11]2[CH:16]=[CH:15][C:14]([Cl:17])=[CH:13][CH:12]=2)=[N:6]1.C(=O)([O-])[O-].[Cs+].[Cs+].Br[CH2:26][C:27]1[CH:28]=[C:29]([CH:34]=[CH:35][CH:36]=1)[C:30]([O:32][CH3:33])=[O:31]. Product: [Cl:17][C:14]1[CH:15]=[CH:16][C:11]([C:7]2[N:8]([CH2:26][C:27]3[CH:28]=[C:29]([C:30]([O:32][CH3:33])=[O:31])[CH:34]=[CH:35][CH:36]=3)[C:9](=[O:10])[N:5]([CH2:4][C:3]([O:2][CH3:1])=[O:18])[N:6]=2)=[CH:12][CH:13]=1. The catalyst class is: 21. (4) Product: [F:1][CH:2]([F:36])[O:3][C:4]1[CH:35]=[CH:34][CH:33]=[CH:32][C:5]=1[CH2:6][C:7]1[N:11]2[CH:12]=[C:13]([C:16]3[CH:17]=[N:18][C:19]([N:22]4[CH2:23][CH2:24][CH:25]([C:28]([NH:40][O:39][CH3:38])=[O:30])[CH2:26][CH2:27]4)=[N:20][CH:21]=3)[CH:14]=[CH:15][C:10]2=[N:9][C:8]=1[CH3:31]. The catalyst class is: 18. Reactant: [F:1][CH:2]([F:36])[O:3][C:4]1[CH:35]=[CH:34][CH:33]=[CH:32][C:5]=1[CH2:6][C:7]1[N:11]2[CH:12]=[C:13]([C:16]3[CH:17]=[N:18][C:19]([N:22]4[CH2:27][CH2:26][CH:25]([C:28]([OH:30])=O)[CH2:24][CH2:23]4)=[N:20][CH:21]=3)[CH:14]=[CH:15][C:10]2=[N:9][C:8]=1[CH3:31].Cl.[CH3:38][O:39][NH2:40].Cl.C(N=C=NCCCN(C)C)C.CCN(C(C)C)C(C)C. (5) Reactant: FC(F)(F)S(O[C:7]1[CH2:16][CH2:15][C:10]2([O:14][CH2:13][CH2:12][O:11]2)[CH2:9][C:8]=1[C:17]([O:19][CH2:20][CH3:21])=[O:18])(=O)=O.[C:24]([O-:27])(=[S:26])[CH3:25].[K+]. Product: [C:24]([S:26][C:7]1[CH2:16][CH2:15][C:10]2([O:11][CH2:12][CH2:13][O:14]2)[CH2:9][C:8]=1[C:17]([O:19][CH2:20][CH3:21])=[O:18])(=[O:27])[CH3:25]. The catalyst class is: 9. (6) Reactant: [CH3:1][O:2][C:3](=[O:23])[NH:4][CH:5]([C:9]([N:11]1[CH2:15][CH2:14][CH2:13][CH:12]1[C:16]1[NH:17][C:18]([C:21]#[CH:22])=[CH:19][N:20]=1)=[O:10])[CH:6]([CH3:8])[CH3:7].[CH3:24][O:25][C:26](=[O:55])[NH:27][CH:28]([C:32]([N:34]1[CH2:38][CH2:37][CH2:36][CH:35]1[C:39]1[NH:40][C:41]([C:44]2[CH:53]=[CH:52][C:51]3[C:46](=[CH:47][CH:48]=[C:49](Br)[CH:50]=3)[CH:45]=2)=[CH:42][N:43]=1)=[O:33])[CH:29]([CH3:31])[CH3:30].C(N(CC)CC)C. The catalyst class is: 441. Product: [CH3:24][O:25][C:26](=[O:55])[NH:27][CH:28]([C:32]([N:34]1[CH2:38][CH2:37][CH2:36][CH:35]1[C:39]1[NH:40][C:41]([C:44]2[CH:53]=[CH:52][C:51]3[C:46](=[CH:47][CH:48]=[C:49]([C:22]#[C:21][C:18]4[NH:17][C:16]([CH:12]5[CH2:13][CH2:14][CH2:15][N:11]5[C:9](=[O:10])[CH:5]([NH:4][C:3]([O:2][CH3:1])=[O:23])[CH:6]([CH3:8])[CH3:7])=[N:20][CH:19]=4)[CH:50]=3)[CH:45]=2)=[CH:42][N:43]=1)=[O:33])[CH:29]([CH3:31])[CH3:30]. (7) Reactant: [OH-].[Na+].[C:3]([CH2:8][C:9]([O:11]C)=[O:10])(=[O:7])[CH:4]([CH3:6])[CH3:5]. Product: [C:3]([CH2:8][C:9]([OH:11])=[O:10])(=[O:7])[CH:4]([CH3:6])[CH3:5]. The catalyst class is: 6. (8) Reactant: [C:1]([O:5][C:6](=[O:23])[NH:7][C@@H:8]([C:16]1[CH:21]=[CH:20][C:19]([OH:22])=[CH:18][CH:17]=1)[C:9](=[O:15])[N:10]1[CH2:14][CH2:13][CH2:12][CH2:11]1)([CH3:4])([CH3:3])[CH3:2].Br[CH2:25][CH2:26][OH:27].C(=O)([O-])[O-].[K+].[K+].ClCCl. Product: [C:1]([O:5][C:6](=[O:23])[NH:7][C@@H:8]([C:16]1[CH:21]=[CH:20][C:19]([O:22][CH2:25][CH2:26][OH:27])=[CH:18][CH:17]=1)[C:9](=[O:15])[N:10]1[CH2:11][CH2:12][CH2:13][CH2:14]1)([CH3:4])([CH3:2])[CH3:3]. The catalyst class is: 21. (9) Reactant: CCOC(C)=O.O1CCCCC1[O:13][NH:14][C:15]([C:17]1([S:27]([C:30]2[CH:35]=[CH:34][C:33]([C:36]3[CH:41]=[CH:40][C:39]([CH2:42][CH2:43][C:44]([F:47])([F:46])[CH3:45])=[CH:38][CH:37]=3)=[CH:32][CH:31]=2)(=[O:29])=[O:28])[CH2:22][CH2:21][N:20]([CH2:23][CH2:24][O:25][CH3:26])[CH2:19][CH2:18]1)=[O:16].[ClH:48].C1(N2CCC(S(C3C=CC(C4C=CC(OC(F)(F)C(F)F)=CC=4)=CC=3)(=O)=O)(C(NOC3CCCCO3)=O)CC2)CC1. Product: [ClH:48].[F:47][C:44]([F:46])([CH3:45])[CH2:43][CH2:42][C:39]1[CH:40]=[CH:41][C:36]([C:33]2[CH:34]=[CH:35][C:30]([S:27]([C:17]3([C:15]([NH:14][OH:13])=[O:16])[CH2:22][CH2:21][N:20]([CH2:23][CH2:24][O:25][CH3:26])[CH2:19][CH2:18]3)(=[O:29])=[O:28])=[CH:31][CH:32]=2)=[CH:37][CH:38]=1. The catalyst class is: 621. (10) Reactant: C1CN([P+](ON2N=NC3C=CC=CC2=3)(N2CCCC2)N2CCCC2)CC1.F[P-](F)(F)(F)(F)F.[C:34]([C:37]1[CH:38]=[C:39]2[C:43](=[CH:44][CH:45]=1)[NH:42][C:41](=[O:46])[CH2:40]2)([OH:36])=O.[NH:47]1[CH2:52][CH2:51][O:50][CH2:49][CH2:48]1.C(N(CC)CC)C. Product: [N:47]1([C:34]([C:37]2[CH:38]=[C:39]3[C:43](=[CH:44][CH:45]=2)[NH:42][C:41](=[O:46])[CH2:40]3)=[O:36])[CH2:52][CH2:51][O:50][CH2:49][CH2:48]1. The catalyst class is: 4.